From a dataset of Reaction yield outcomes from USPTO patents with 853,638 reactions. Predict the reaction yield, written as a fraction of the theoretical maximum amount of product (1.0 means a 100% yield; for example, 0.34 means a 34% yield). (1) The reactants are [F:1][C:2]1[CH:27]=[CH:26][CH:25]=[CH:24][C:3]=1[CH2:4][N:5]1[C:9]([C:10]2[CH:15]=[CH:14][CH:13]=[C:12]([O:16]C)[N:11]=2)=[CH:8][C:7]([C:18]2[CH:23]=[CH:22][CH:21]=[CH:20][N:19]=2)=[N:6]1.Br.C(=O)(O)[O-].[Na+]. No catalyst specified. The product is [F:1][C:2]1[CH:27]=[CH:26][CH:25]=[CH:24][C:3]=1[CH2:4][N:5]1[C:9]([C:10]2[N:11]=[C:12]([OH:16])[CH:13]=[CH:14][CH:15]=2)=[CH:8][C:7]([C:18]2[CH:23]=[CH:22][CH:21]=[CH:20][N:19]=2)=[N:6]1. The yield is 0.700. (2) The reactants are C(OC(=O)[NH:7][CH:8]([CH2:13][C:14]1[CH:19]=[CH:18][C:17]([N+:20]([O-:22])=[O:21])=[CH:16][CH:15]=1)[C:9](=O)[CH2:10][Br:11])(C)(C)C.[C:24](=[S:32])([NH2:31])[C:25]1[CH:30]=[CH:29][CH:28]=[CH:27][CH:26]=1.C(OCC)C. The catalyst is CC#N. The product is [BrH:11].[N+:20]([C:17]1[CH:16]=[CH:15][C:14]([CH2:13][C@@H:8]([C:9]2[N:31]=[C:24]([C:25]3[CH:30]=[CH:29][CH:28]=[CH:27][CH:26]=3)[S:32][CH:10]=2)[NH2:7])=[CH:19][CH:18]=1)([O-:22])=[O:21]. The yield is 0.630.